From a dataset of Forward reaction prediction with 1.9M reactions from USPTO patents (1976-2016). Predict the product of the given reaction. (1) Given the reactants Br[C:2]1[CH:7]=[C:6]([F:8])[C:5]([F:9])=[C:4]([F:10])[CH:3]=1.[Mg].[C:12]([O:16][C:17]([N:19]1[C:24](=[O:25])[CH2:23][O:22][CH2:21][C@@H:20]1[CH2:26][O:27][CH2:28][C:29]1[CH:34]=[CH:33][CH:32]=[CH:31][CH:30]=1)=[O:18])([CH3:15])([CH3:14])[CH3:13].[Cl-].[NH4+], predict the reaction product. The product is: [C:12]([O:16][C:17](=[O:18])[NH:19][C@@H:20]([CH2:26][O:27][CH2:28][C:29]1[CH:30]=[CH:31][CH:32]=[CH:33][CH:34]=1)[CH2:21][O:22][CH2:23][C:24](=[O:25])[C:2]1[CH:7]=[C:6]([F:8])[C:5]([F:9])=[C:4]([F:10])[CH:3]=1)([CH3:15])([CH3:13])[CH3:14]. (2) Given the reactants N1C2C(=C(C3N=[C:12]([N:22]4[CH2:27]COCC4)[C:13]4S[C:17](COC)=[CH:16][C:14]=4N=3)C=CC=2)C=N1.[Cl:28][C:29]1[N:30]=[C:31]([N:40]2[CH2:45][CH2:44][O:43][CH2:42][CH2:41]2)[C:32]2[S:37][C:36]([CH2:38][OH:39])=[CH:35][C:33]=2[N:34]=1.N1C=CC=C(CCl)C=1, predict the reaction product. The product is: [Cl:28][C:29]1[N:30]=[C:31]([N:40]2[CH2:41][CH2:42][O:43][CH2:44][CH2:45]2)[C:32]2[S:37][C:36]([CH2:38][O:39][CH2:17][C:16]3[CH:27]=[N:22][CH:12]=[CH:13][CH:14]=3)=[CH:35][C:33]=2[N:34]=1. (3) The product is: [NH2:1][C:2]1[N:7]=[C:6]([N:8]2[C@H:13]([CH3:14])[CH2:12][CH2:11][C@H:10]([NH:15][C:16](=[O:24])[CH2:17][C:18]3[CH:23]=[CH:22][CH:21]=[CH:20][CH:19]=3)[CH2:9]2)[CH:5]=[C:4]([C:25]2[CH:26]=[C:27]3[C:28]([C:31]([NH2:32])=[N:34][NH:35]3)=[CH:29][CH:30]=2)[N:3]=1. Given the reactants [NH2:1][C:2]1[N:7]=[C:6]([N:8]2[C@H:13]([CH3:14])[CH2:12][CH2:11][C@H:10]([NH:15][C:16](=[O:24])[CH2:17][C:18]3[CH:23]=[CH:22][CH:21]=[CH:20][CH:19]=3)[CH2:9]2)[CH:5]=[C:4]([C:25]2[CH:30]=[CH:29][C:28]([C:31]#[N:32])=[C:27](F)[CH:26]=2)[N:3]=1.[NH2:34][NH2:35], predict the reaction product.